From a dataset of Catalyst prediction with 721,799 reactions and 888 catalyst types from USPTO. Predict which catalyst facilitates the given reaction. Reactant: [CH2:1]([O:8][C:9]1[CH:14]=[C:13]([N+:15]([O-])=O)[C:12]([Cl:18])=[CH:11][C:10]=1[Cl:19])[C:2]1[CH:7]=[CH:6][CH:5]=[CH:4][CH:3]=1.O. Product: [CH2:1]([O:8][C:9]1[C:10]([Cl:19])=[CH:11][C:12]([Cl:18])=[C:13]([NH2:15])[CH:14]=1)[C:2]1[CH:3]=[CH:4][CH:5]=[CH:6][CH:7]=1. The catalyst class is: 180.